Dataset: Full USPTO retrosynthesis dataset with 1.9M reactions from patents (1976-2016). Task: Predict the reactants needed to synthesize the given product. Given the product [CH2:1]([O:8][CH2:9][C:10]1[N:15]=[CH:14][N:13]=[C:12]([O:16][C:17]2[CH:18]=[C:19]3[C:23](=[CH:24][CH:25]=2)[N:22]([C:37]([NH:36][C:29]2[CH:30]=[C:31]([C:32]([F:35])([F:33])[F:34])[N:27]([CH3:26])[N:28]=2)=[O:38])[CH:21]=[CH:20]3)[CH:11]=1)[C:2]1[CH:3]=[CH:4][CH:5]=[CH:6][CH:7]=1, predict the reactants needed to synthesize it. The reactants are: [CH2:1]([O:8][CH2:9][C:10]1[N:15]=[CH:14][N:13]=[C:12]([O:16][C:17]2[CH:18]=[C:19]3[C:23](=[CH:24][CH:25]=2)[NH:22][CH:21]=[CH:20]3)[CH:11]=1)[C:2]1[CH:7]=[CH:6][CH:5]=[CH:4][CH:3]=1.[CH3:26][N:27]1[C:31]([C:32]([F:35])([F:34])[F:33])=[CH:30][C:29]([NH:36][C:37](=O)[O:38]C2C=CC=CC=2)=[N:28]1.[H-].[Na+].